From a dataset of Human liver microsome stability data. Regression/Classification. Given a drug SMILES string, predict its absorption, distribution, metabolism, or excretion properties. Task type varies by dataset: regression for continuous measurements (e.g., permeability, clearance, half-life) or binary classification for categorical outcomes (e.g., BBB penetration, CYP inhibition). Dataset: hlm. (1) The drug is Cc1nc2ccc(-c3ccccc3Cl)c(CN)c2n1C. The result is 0 (unstable in human liver microsomes). (2) The drug is C[C@H](O)[C@@H](CCc1ccc(C(F)(F)F)cc1)n1cnc2c(N)ncnc21. The result is 0 (unstable in human liver microsomes). (3) The compound is CCNC(=O)NCCN1C[C@H](C)C[C@@](C)(O)[C@H](O[C@@H]2O[C@H](C)C[C@H](N(C)C)[C@H]2O)[C@@H](C)[C@H](O[C@H]2C[C@@](C)(OC)[C@@H](O)[C@H](C)O2)[C@@H](C)C(=O)O[C@H](CC)[C@@](C)(O)[C@H](O)[C@H]1C. The result is 0 (unstable in human liver microsomes). (4) The compound is COc1ccc(-c2cccc(-c3c(C)cnc4c(C(F)(F)F)cccc34)c2)cc1S(C)(=O)=O. The result is 0 (unstable in human liver microsomes). (5) The molecule is Nc1ncnc2c1c(Oc1cc(C(F)(F)F)ccn1)nn2[C@@H]1CC[C@H](N)C1. The result is 0 (unstable in human liver microsomes). (6) The compound is Cc1cc2nc(CSc3nnc(-c4ccncc4)n3-c3ccccc3Cl)cc(=O)n2cc1C. The result is 1 (stable in human liver microsomes). (7) The compound is Cc1ccc(-n2nc(C(=O)N3C[C@@H](C)N[C@@H](C)C3)nc2-c2ccc3c(c2)N(C2CCCC2)[C@H](C)C(=O)N3C)cc1. The result is 1 (stable in human liver microsomes). (8) The compound is C[C@H](COc1ccc(C2=NNC(=O)C3CC23)cc1)CN1CCC[C@H]1C. The result is 0 (unstable in human liver microsomes).